This data is from Peptide-MHC class II binding affinity with 134,281 pairs from IEDB. The task is: Regression. Given a peptide amino acid sequence and an MHC pseudo amino acid sequence, predict their binding affinity value. This is MHC class II binding data. (1) The peptide sequence is KDKWIALKESWGAIW. The MHC is HLA-DQA10101-DQB10501 with pseudo-sequence HLA-DQA10101-DQB10501. The binding affinity (normalized) is 0.0824. (2) The peptide sequence is GADQGCAINFGKREL. The MHC is DRB1_0701 with pseudo-sequence DRB1_0701. The binding affinity (normalized) is 0.391. (3) The peptide sequence is EFIAKVRSHAAIGAY. The MHC is DRB1_0801 with pseudo-sequence DRB1_0801. The binding affinity (normalized) is 0.626. (4) The peptide sequence is EDPYWGNGDRHSDYQPLGTQDQSLY. The MHC is DRB1_1501 with pseudo-sequence DRB1_1501. The binding affinity (normalized) is 0.338. (5) The peptide sequence is DIYISRRLLGTFTWT. The MHC is DRB1_0101 with pseudo-sequence DRB1_0101. The binding affinity (normalized) is 1.00. (6) The peptide sequence is AHWTEARIMLDNINM. The MHC is DRB1_0405 with pseudo-sequence DRB1_0405. The binding affinity (normalized) is 0.362.